This data is from Catalyst prediction with 721,799 reactions and 888 catalyst types from USPTO. The task is: Predict which catalyst facilitates the given reaction. (1) Reactant: Cl.[CH:2]12[NH:11][CH:7]([CH2:8][CH2:9][CH2:10]1)[CH2:6][CH2:5][CH2:4][CH2:3]2.C(N(CC)CC)C.[CH3:19][S:20](Cl)=[O:21]. Product: [CH3:19][S:20]([N:11]1[CH:7]2[CH2:8][CH2:9][CH2:10][CH:2]1[CH2:3][CH2:4][CH2:5][CH2:6]2)=[O:21]. The catalyst class is: 27. (2) Reactant: [F:1][C:2]1[CH:11]=[CH:10][CH:9]=[C:8]2[C:3]=1[C:4]([CH2:19][C:20]([NH2:22])=[O:21])=[N:5][C:6]([N:12]1[CH2:17][CH2:16][N:15]([CH3:18])[CH2:14][CH2:13]1)=[N:7]2.C[O:24][C:25](=O)[C:26]([C:28]1[C:29]2[S:42][CH:41]=[CH:40][C:30]=2[N:31](C(OC(C)(C)C)=O)[CH:32]=1)=O.CC([O-])(C)C.[K+]. Product: [F:1][C:2]1[CH:11]=[CH:10][CH:9]=[C:8]2[C:3]=1[C:4]([C:19]1[C:20](=[O:21])[NH:22][C:25](=[O:24])[C:26]=1[C:28]1[C:29]3[S:42][CH:41]=[CH:40][C:30]=3[NH:31][CH:32]=1)=[N:5][C:6]([N:12]1[CH2:17][CH2:16][N:15]([CH3:18])[CH2:14][CH2:13]1)=[N:7]2. The catalyst class is: 387.